This data is from Full USPTO retrosynthesis dataset with 1.9M reactions from patents (1976-2016). The task is: Predict the reactants needed to synthesize the given product. The reactants are: [CH3:1][C:2]1([CH3:21])[O:6][C:5](=[O:7])[N:4]([CH:8]2[CH2:13][CH2:12][C:11](=[O:14])[CH2:10][CH2:9]2)[C@H:3]1[C:15]1[CH:20]=[CH:19][CH:18]=[CH:17][CH:16]=1.C[Si]([N-][Si](C)(C)C)(C)C.[Li+].C1C=CC(N(S(C(F)(F)F)(=O)=O)S(C(F)(F)F)(=O)=O)=CC=1.FC(F)(F)S(OC1CC[C@@H](N2[C@@H](C3C=CC=CC=3)C(C)(C)OC2=O)CC=1)(=O)=O.FC(F)(F)S(OC1CC[C@H](N2[C@@H](C3C=CC=CC=3)C(C)(C)OC2=O)CC=1)(=O)=O. Given the product [OH:14][C@H:11]1[CH2:10][CH2:9][C@H:8]([N:4]2[C@@H:3]([C:15]3[CH:16]=[CH:17][CH:18]=[CH:19][CH:20]=3)[C:2]([CH3:1])([CH3:21])[O:6][C:5]2=[O:7])[CH2:13][CH2:12]1, predict the reactants needed to synthesize it.